This data is from Peptide-MHC class I binding affinity with 185,985 pairs from IEDB/IMGT. The task is: Regression. Given a peptide amino acid sequence and an MHC pseudo amino acid sequence, predict their binding affinity value. This is MHC class I binding data. (1) The peptide sequence is KLLQICMWF. The MHC is HLA-A02:01 with pseudo-sequence HLA-A02:01. The binding affinity (normalized) is 0.248. (2) The peptide sequence is SVEKIKQTGI. The MHC is HLA-A02:06 with pseudo-sequence HLA-A02:06. The binding affinity (normalized) is 0.0999. (3) The MHC is Mamu-A01 with pseudo-sequence Mamu-A01. The peptide sequence is VMPKTGLLI. The binding affinity (normalized) is 0.623. (4) The peptide sequence is YTYPIAHTA. The MHC is HLA-A02:50 with pseudo-sequence HLA-A02:50. The binding affinity (normalized) is 0.936. (5) The peptide sequence is LYRYIQWLR. The MHC is HLA-B08:01 with pseudo-sequence HLA-B08:01. The binding affinity (normalized) is 0.0847. (6) The peptide sequence is LNNQFGTM. The MHC is H-2-Kb with pseudo-sequence H-2-Kb. The binding affinity (normalized) is 0.118. (7) The peptide sequence is IAYRFVGL. The binding affinity (normalized) is 0.603. The MHC is H-2-Kb with pseudo-sequence H-2-Kb.